Predict the reactants needed to synthesize the given product. From a dataset of Full USPTO retrosynthesis dataset with 1.9M reactions from patents (1976-2016). (1) Given the product [ClH:19].[C:1]1(=[O:12])[C:5]2([CH2:6][CH2:7][NH:8][CH2:9][CH2:10]2)[CH2:4][C:3](=[O:11])[NH:2]1, predict the reactants needed to synthesize it. The reactants are: [C:1]1(=[O:12])[C:5]2([CH2:10][CH2:9][NH:8][CH2:7][CH2:6]2)[CH2:4][C:3](=[O:11])[NH:2]1.O1CCOCC1.[ClH:19]. (2) Given the product [CH:21]1([CH2:20][NH:19][N:16]2[C:17](=[O:18])[C:12]([C:4]3[NH:5][C:6]4[CH:11]=[CH:10][CH:9]=[CH:8][C:7]=4[S:2](=[O:1])(=[O:28])[N:3]=3)=[C:13]([OH:27])[C:14]3[S:26][CH:25]=[CH:24][C:15]2=3)[CH2:22][CH2:37][CH2:36][CH2:35][CH2:23]1, predict the reactants needed to synthesize it. The reactants are: [O:1]=[S:2]1(=[O:28])[C:7]2[CH:8]=[CH:9][CH:10]=[CH:11][C:6]=2[NH:5][C:4]([C:12]2[C:17](=[O:18])[N:16]([N:19]=[CH:20][CH:21]([CH3:23])[CH3:22])[C:15]3[CH:24]=[CH:25][S:26][C:14]=3[C:13]=2[OH:27])=[N:3]1.CO.[BH4-].[Li+].Cl.O1C[CH2:37][CH2:36][CH2:35]1. (3) Given the product [O:3]1[CH2:16][CH2:17][N:18]=[C:2]1[C:4]1[CH:13]=[CH:12][C:7]([C:8]([O:10][CH3:11])=[O:9])=[CH:6][CH:5]=1, predict the reactants needed to synthesize it. The reactants are: Cl[C:2]([C:4]1[CH:13]=[CH:12][C:7]([C:8]([O:10][CH3:11])=[O:9])=[CH:6][CH:5]=1)=[O:3].Br.Br[CH2:16][CH2:17][NH2:18].C(N(CC)CC)C.O. (4) Given the product [F:31][C:28]1[CH:27]=[CH:26][C:25]([CH2:24][CH:11]2[C:12]3[C:17](=[CH:16][C:15]([O:20][CH3:21])=[C:14]([O:22][CH3:23])[CH:13]=3)[CH2:18][CH2:19][N:10]2[CH2:9][CH2:8][NH:7][C:6]([NH:46][C:47]2[C:56]3[CH2:55][CH2:54][CH2:53][CH2:52][C:51]=3[N:50]=[CH:49][CH:48]=2)=[O:5])=[CH:30][CH:29]=1, predict the reactants needed to synthesize it. The reactants are: C([O:5][C:6](=O)[NH:7][CH2:8][CH2:9][N:10]1[CH2:19][CH2:18][C:17]2[C:12](=[CH:13][C:14]([O:22][CH3:23])=[C:15]([O:20][CH3:21])[CH:16]=2)[CH:11]1[CH2:24][C:25]1[CH:30]=[CH:29][C:28]([F:31])=[CH:27][CH:26]=1)(C)(C)C.Cl.C1N=CN(C(N2C=NC=C2)=O)C=1.[NH2:46][C:47]1[C:56]2[CH2:55][CH2:54][CH2:53][CH2:52][C:51]=2[N:50]=[CH:49][CH:48]=1.C[Si]([N-][Si](C)(C)C)(C)C.[Na+]. (5) The reactants are: [SH:1][C:2]1[S:3][C:4]([CH2:8][C:9]([O:11][CH3:12])=[O:10])=[C:5]([CH3:7])[N:6]=1.Cl[CH2:14][C:15]1[CH:34]=[CH:33][C:18]([O:19][CH2:20][C:21]2[N:22]=[C:23]([C:27]3[CH:32]=[CH:31][CH:30]=[CH:29][CH:28]=3)[O:24][C:25]=2[CH3:26])=[CH:17][CH:16]=1.C(=O)([O-])[O-].[K+].[K+].CN(C)C=O. Given the product [CH3:7][C:5]1[N:6]=[C:2]([S:1][CH2:14][C:15]2[CH:16]=[CH:17][C:18]([O:19][CH2:20][C:21]3[N:22]=[C:23]([C:27]4[CH:32]=[CH:31][CH:30]=[CH:29][CH:28]=4)[O:24][C:25]=3[CH3:26])=[CH:33][CH:34]=2)[S:3][C:4]=1[CH2:8][C:9]([O:11][CH3:12])=[O:10], predict the reactants needed to synthesize it. (6) The reactants are: [Cl:1][C:2]1[C:3]([F:14])=[C:4]([NH:8][C:9](=[O:13])/[CH:10]=N/O)[CH:5]=[CH:6][CH:7]=1.[OH:15]S(O)(=O)=O. Given the product [Cl:1][C:2]1[C:3]([F:14])=[C:4]2[C:5]([C:10](=[O:15])[C:9](=[O:13])[NH:8]2)=[CH:6][CH:7]=1, predict the reactants needed to synthesize it. (7) Given the product [NH2:1][C:2]1[N:10]=[CH:9][N:8]=[C:7]2[C:3]=1[N:4]=[CH:5][N:6]2[C@@H:11]1[O:12][C@H:13]([CH2:21][S:22][CH2:23][CH2:24][CH2:25][NH:26][C:27]([NH:29][C:30]2[CH:31]=[CH:32][C:33]([C:36]([CH3:37])([CH3:38])[CH3:39])=[CH:34][CH:35]=2)=[O:28])[C@@H:14]([OH:18])[C@H:15]1[OH:16], predict the reactants needed to synthesize it. The reactants are: [NH2:1][C:2]1[N:10]=[CH:9][N:8]=[C:7]2[C:3]=1[N:4]=[CH:5][N:6]2[C@H:11]1[C@@H:15]2[O:16]C(C)(C)[O:18][C@@H:14]2[C@@H:13]([CH2:21][S:22][CH2:23][CH2:24][CH2:25][NH:26][C:27]([NH:29][C:30]2[CH:35]=[CH:34][C:33]([C:36]([CH3:39])([CH3:38])[CH3:37])=[CH:32][CH:31]=2)=[O:28])[O:12]1. (8) Given the product [Br:1][C:2]1[C:6]2[C:7]([NH:14][C:18](=[O:19])[O:20][C:21]([CH3:24])([CH3:23])[CH3:22])=[N:8][CH:9]=[C:10]([N+:11]([O-:13])=[O:12])[C:5]=2[S:4][C:3]=1[CH3:15], predict the reactants needed to synthesize it. The reactants are: [Br:1][C:2]1[C:6]2[C:7]([NH2:14])=[N:8][CH:9]=[C:10]([N+:11]([O-:13])=[O:12])[C:5]=2[S:4][C:3]=1[CH3:15].[H-].[Na+].[C:18](O[C:18]([O:20][C:21]([CH3:24])([CH3:23])[CH3:22])=[O:19])([O:20][C:21]([CH3:24])([CH3:23])[CH3:22])=[O:19].